This data is from Catalyst prediction with 721,799 reactions and 888 catalyst types from USPTO. The task is: Predict which catalyst facilitates the given reaction. (1) Reactant: [Li]CCCC.CCCCCC.Br[C:13]1[CH:14]=[CH:15][C:16]2[S:20][C:19]3[CH:21]=[CH:22][C:23]([N:25]4[C:37]5[CH:36]=[CH:35][CH:34]=[CH:33][C:32]=5[C:31]5[C:26]4=[CH:27][CH:28]=[CH:29][CH:30]=5)=[CH:24][C:18]=3[C:17]=2[CH:38]=1.C[O:40][B:41](OC)[O:42]C.Cl. Product: [CH:36]1[C:37]2[N:25]([C:23]3[CH:22]=[CH:21][C:19]4[S:20][C:16]5[CH:15]=[CH:14][C:13]([B:41]([OH:42])[OH:40])=[CH:38][C:17]=5[C:18]=4[CH:24]=3)[C:26]3[C:31](=[CH:30][CH:29]=[CH:28][CH:27]=3)[C:32]=2[CH:33]=[CH:34][CH:35]=1. The catalyst class is: 7. (2) Reactant: [CH:1]1([C:7]([OH:9])=[O:8])[CH2:6][CH2:5][CH:4]=[CH:3][CH2:2]1.O[N:11]1[C:15](=[O:16])[CH2:14][CH2:13][C:12]1=[O:17].Cl.CN(CCCN=C=N)C.CCN(C(C)C)C(C)C. Product: [CH:1]1([C:7]([O:9][N:11]2[C:15](=[O:16])[CH2:14][CH2:13][C:12]2=[O:17])=[O:8])[CH2:6][CH2:5][CH:4]=[CH:3][CH2:2]1. The catalyst class is: 2.